This data is from Forward reaction prediction with 1.9M reactions from USPTO patents (1976-2016). The task is: Predict the product of the given reaction. (1) The product is: [CH2:15]([O:14][C:12](=[O:13])[C:11]([C:5]1[CH:4]=[C:3]([C:7]([OH:9])=[O:8])[N:2]([CH3:1])[CH:6]=1)=[O:17])[CH3:16]. Given the reactants [CH3:1][N:2]1[CH:6]=[CH:5][CH:4]=[C:3]1[C:7]([OH:9])=[O:8].Cl[C:11](=[O:17])[C:12]([O:14][CH2:15][CH3:16])=[O:13].[Cl-].[Al+3].[Cl-].[Cl-], predict the reaction product. (2) Given the reactants O[Li].O.[CH2:4]([C:6]1[CH:7]=[C:8]([C:12]2[S:16][C:15]([C:17]([O:19]CC)=[O:18])=[CH:14][CH:13]=2)[N:9]=[N:10][CH:11]=1)[CH3:5], predict the reaction product. The product is: [CH2:4]([C:6]1[CH:7]=[C:8]([C:12]2[S:16][C:15]([C:17]([OH:19])=[O:18])=[CH:14][CH:13]=2)[N:9]=[N:10][CH:11]=1)[CH3:5]. (3) Given the reactants [Cl:1][C:2]1[CH:3]=[C:4]([N:17]2[C:22](=[O:23])[NH:21][C:20](=[O:24])[CH:19]=[N:18]2)[CH:5]=[CH:6][C:7]=1[CH:8](Cl)[C:9]1[CH:14]=[CH:13][C:12]([Cl:15])=[CH:11][CH:10]=1.[SH:25][C:26]1[CH:31]=[CH:30][CH:29]=[CH:28][N:27]=1.N12CCCN=C1CCCCC2, predict the reaction product. The product is: [Cl:1][C:2]1[CH:3]=[C:4]([N:17]2[C:22](=[O:23])[NH:21][C:20](=[O:24])[CH:19]=[N:18]2)[CH:5]=[CH:6][C:7]=1[CH:8]([C:9]1[CH:14]=[CH:13][C:12]([Cl:15])=[CH:11][CH:10]=1)[S:25][C:26]1[CH:31]=[CH:30][CH:29]=[CH:28][N:27]=1. (4) The product is: [O:49]=[C:45]1[C:46]2[C:42](=[CH:41][C:40]([C:6]3[N:11]4[CH:12]=[CH:13][N:14]=[C:10]4[C:9]([NH:15][C:16]4[CH:17]=[CH:18][C:19]([CH:22]5[CH2:27][CH2:26][N:25]([CH2:28][C:29]([NH2:31])=[O:30])[CH2:24][CH2:23]5)=[CH:20][CH:21]=4)=[N:8][CH:7]=3)=[CH:48][CH:47]=2)[CH2:43][NH:44]1. Given the reactants N1C=C([C:6]2[N:11]3[CH:12]=[CH:13][N:14]=[C:10]3[C:9]([NH:15][C:16]3[CH:21]=[CH:20][C:19]([CH:22]4[CH2:27][CH2:26][N:25]([CH2:28][C:29]([NH2:31])=[O:30])[CH2:24][CH2:23]4)=[CH:18][CH:17]=3)=[N:8][CH:7]=2)C=N1.CC1(C)C(C)(C)OB([C:40]2[CH:41]=[C:42]3[C:46](=[CH:47][CH:48]=2)[C:45](=[O:49])[NH:44][CH2:43]3)O1, predict the reaction product. (5) Given the reactants [Br:1][C:2]1[N:10]([CH2:11][C@H:12]2[CH2:17][CH2:16][C@H:15]([CH3:18])[CH2:14][CH2:13]2)[C:9]2[C:4](=[N:5][C:6]([C:26](=[NH:29])[NH:27][OH:28])=[N:7][C:8]=2[NH:19][C@@H:20]([CH:22]2[CH2:25][CH2:24][CH2:23]2)[CH3:21])[N:3]=1.C1N=CN([C:35](N2C=NC=C2)=[O:36])C=1.C1CCN2C(=NCCC2)CC1, predict the reaction product. The product is: [Br:1][C:2]1[N:10]([CH2:11][C@H:12]2[CH2:13][CH2:14][C@H:15]([CH3:18])[CH2:16][CH2:17]2)[C:9]2[C:4](=[N:5][C:6]([C:26]3[NH:29][C:35](=[O:36])[O:28][N:27]=3)=[N:7][C:8]=2[NH:19][C@@H:20]([CH:22]2[CH2:23][CH2:24][CH2:25]2)[CH3:21])[N:3]=1. (6) Given the reactants [OH:1][CH2:2][CH2:3][O:4][C:5]1[CH:10]=[CH:9][C:8]([C:11]([C:13]2[CH:18]=[CH:17][CH:16]=[CH:15][CH:14]=2)=O)=[CH:7][CH:6]=1.[CH3:19][C:20]1([CH3:29])[CH2:25][C:24]([CH3:27])([CH3:26])[CH2:23][C:22](=O)[CH2:21]1, predict the reaction product. The product is: [C:13]1([C:11](=[C:22]2[CH2:23][C:24]([CH3:27])([CH3:26])[CH2:25][C:20]([CH3:29])([CH3:19])[CH2:21]2)[C:8]2[CH:9]=[CH:10][C:5]([O:4][CH2:3][CH2:2][OH:1])=[CH:6][CH:7]=2)[CH:18]=[CH:17][CH:16]=[CH:15][CH:14]=1.